From a dataset of Blood-brain barrier penetration binary classification data from Martins et al.. Regression/Classification. Given a drug SMILES string, predict its absorption, distribution, metabolism, or excretion properties. Task type varies by dataset: regression for continuous measurements (e.g., permeability, clearance, half-life) or binary classification for categorical outcomes (e.g., BBB penetration, CYP inhibition). Dataset: bbb_martins. The drug is CC(=O)[C@]1(O)Cc2c(O)c3c(c(O)c2C(OC2CC(N)C(O)C(C)O2)C1)C(=O)c1c(O)cccc1C3=O. The result is 0 (does not penetrate BBB).